From a dataset of Full USPTO retrosynthesis dataset with 1.9M reactions from patents (1976-2016). Predict the reactants needed to synthesize the given product. Given the product [CH2:33]([O:32][C:30](=[O:31])[N:14]([CH2:13][C@@H:12]([OH:28])[CH2:11][Cl:10])[C:15]1[CH:20]=[CH:19][C:18]([N:21]2[CH2:26][CH2:25][O:24][CH2:23][CH2:22]2)=[C:17]([F:27])[CH:16]=1)[CH3:34], predict the reactants needed to synthesize it. The reactants are: C(N(C(C)C)C(C)C)C.[Cl:10][CH2:11][C@H:12]([OH:28])[CH2:13][NH:14][C:15]1[CH:20]=[CH:19][C:18]([N:21]2[CH2:26][CH2:25][O:24][CH2:23][CH2:22]2)=[C:17]([F:27])[CH:16]=1.Cl[C:30]([O:32][CH2:33][CH3:34])=[O:31].